From a dataset of Forward reaction prediction with 1.9M reactions from USPTO patents (1976-2016). Predict the product of the given reaction. (1) Given the reactants Cl.[NH2:2][CH:3]1[CH2:8][CH2:7][N:6]([CH2:9][CH2:10][N:11]2[C:20]3[C:15](=[N:16][CH:17]=[C:18]([O:21][CH3:22])[CH:19]=3)[CH:14]=[CH:13][C:12]2=[O:23])[CH2:5][CH2:4]1.C[O-].[Na+].CO.[F:29][C:30]1[C:31]([O:38][CH3:39])=[N:32][CH:33]=[C:34]([CH:37]=1)[CH:35]=O.C([BH3-])#N.[Na+].C(=O)([O-])O.[Na+], predict the reaction product. The product is: [F:29][C:30]1[CH:37]=[C:34]([CH2:35][NH:2][CH:3]2[CH2:4][CH2:5][N:6]([CH2:9][CH2:10][N:11]3[C:20]4[C:15](=[N:16][CH:17]=[C:18]([O:21][CH3:22])[CH:19]=4)[CH:14]=[CH:13][C:12]3=[O:23])[CH2:7][CH2:8]2)[CH:33]=[N:32][C:31]=1[O:38][CH3:39]. (2) The product is: [Br:1][C:2]1[CH:7]=[CH:6][C:5]([CH2:8][CH2:9][O:10][CH2:20][O:21][CH3:22])=[CH:4][CH:3]=1. Given the reactants [Br:1][C:2]1[CH:7]=[CH:6][C:5]([CH2:8][CH2:9][OH:10])=[CH:4][CH:3]=1.C(N(C(C)C)CC)(C)C.[CH3:20][O:21][CH2:22]Cl.O, predict the reaction product. (3) Given the reactants [N:1]1[CH:6]=[CH:5][C:4](B(O)O)=[CH:3][CH:2]=1.Br[C:11]1[CH:12]=[N:13][C:14]([N:17]([C@H:19]2[CH2:24][CH2:23][C@H:22]([C:25]#[C:26][CH2:27][N:28]([CH3:30])[CH3:29])[CH2:21][CH2:20]2)[CH3:18])=[N:15][CH:16]=1.C([O-])([O-])=O.[Na+].[Na+], predict the reaction product. The product is: [CH3:30][N:28]([CH3:29])[CH2:27][C:26]#[C:25][C@H:22]1[CH2:21][CH2:20][C@H:19]([N:17]([CH3:18])[C:14]2[N:13]=[CH:12][C:11]([C:4]3[CH:5]=[CH:6][N:1]=[CH:2][CH:3]=3)=[CH:16][N:15]=2)[CH2:24][CH2:23]1. (4) The product is: [Br:1][C:2]1[CH:3]=[C:4]([CH:8]([NH:9][S:10]([C:12]([CH3:15])([CH3:14])[CH3:13])=[O:11])[CH2:16][CH2:17][CH3:18])[CH:5]=[N:6][CH:7]=1. Given the reactants [Br:1][C:2]1[CH:3]=[C:4]([CH:8]=[N:9][S:10]([C:12]([CH3:15])([CH3:14])[CH3:13])=[O:11])[CH:5]=[N:6][CH:7]=1.[CH2:16]([Mg]Cl)[CH2:17][CH3:18], predict the reaction product. (5) Given the reactants [CH2:24]([C:21]1[N:20]=C2N(C(CC)CC)N=C(C)C2=N[C:22]=1C1C(N(C)C)=[N:20][C:21]([CH:24]([CH3:26])C)=[CH:22]C=1)[CH3:26].[CH2:30]([C:32]1[N:37]=[C:36]2[N:38]([CH:42]([CH2:49]OS(C)(=O)=O)[CH2:43]OS(C)(=O)=O)[N:39]=[C:40]([CH3:41])[C:35]2=[N:34][C:33]=1[C:55]1[C:56]([O:64][CH3:65])=[N:57][C:58]([CH:61]([CH3:63])[CH3:62])=[CH:59][CH:60]=1)[CH3:31].C1(N)CCC1, predict the reaction product. The product is: [CH:21]1([NH:20][CH2:43][C:42]([N:38]2[C:36]3=[N:37][C:32]([CH2:30][CH3:31])=[C:33]([C:55]4[C:56]([O:64][CH3:65])=[N:57][C:58]([CH:61]([CH3:62])[CH3:63])=[CH:59][CH:60]=4)[N:34]=[C:35]3[C:40]([CH3:41])=[N:39]2)=[CH2:49])[CH2:22][CH2:26][CH2:24]1. (6) Given the reactants [Cl:1][C:2]1[CH:7]=[CH:6][C:5]([CH2:8][CH2:9][NH:10][CH3:11])=[C:4]([N+:12]([O-:14])=[O:13])[CH:3]=1.Br[CH2:16][C:17]([O:19][CH2:20][CH3:21])=[O:18].C(=O)([O-])[O-].[K+].[K+], predict the reaction product. The product is: [CH2:20]([O:19][C:17](=[O:18])[CH2:16][N:10]([CH2:9][CH2:8][C:5]1[CH:6]=[CH:7][C:2]([Cl:1])=[CH:3][C:4]=1[N+:12]([O-:14])=[O:13])[CH3:11])[CH3:21]. (7) Given the reactants [CH2:1]([C@@H:3]([NH:6][C:7]1[N:8]=[C:9]([C:20]2[CH:25]=[C:24]([O:26]C)[CH:23]=[C:22]([Cl:28])[CH:21]=2)[C:10]2[C:15]([NH2:16])=[C:14]([C:17]([NH2:19])=[O:18])[S:13][C:11]=2[N:12]=1)[CH2:4][OH:5])[CH3:2].B(Br)(Br)Br.C([O-])(O)=O.[Na+], predict the reaction product. The product is: [CH2:1]([C@@H:3]([NH:6][C:7]1[N:8]=[C:9]([C:20]2[CH:21]=[C:22]([Cl:28])[CH:23]=[C:24]([OH:26])[CH:25]=2)[C:10]2[C:15]([NH2:16])=[C:14]([C:17]([NH2:19])=[O:18])[S:13][C:11]=2[N:12]=1)[CH2:4][OH:5])[CH3:2]. (8) Given the reactants [CH:1]([C:3]1[S:7][C:6]([NH:8][C:9](=[O:11])[CH3:10])=[N:5][CH:4]=1)=O.[NH:12]1[CH2:17][CH2:16][CH2:15][CH2:14][CH2:13]1, predict the reaction product. The product is: [N:12]1([CH2:1][C:3]2[S:7][C:6]([NH:8][C:9](=[O:11])[CH3:10])=[N:5][CH:4]=2)[CH2:17][CH2:16][CH2:15][CH2:14][CH2:13]1. (9) Given the reactants [C:1]([O:5][C:6](=[O:46])[N:7]([C@H:9]([C:11](=[O:45])[NH:12][C@@H:13]1[C:19](=[O:20])[N:18]([CH2:21][C:22]2[C:31]3[C:26](=[CH:27][C:28]([C:32]([O:34]CCCC)=[CH2:33])=[CH:29][CH:30]=3)[CH:25]=[CH:24][C:23]=2[O:39][CH3:40])[C:17]2[CH:41]=[CH:42][CH:43]=[CH:44][C:16]=2[CH2:15][CH2:14]1)[CH3:10])[CH3:8])([CH3:4])([CH3:3])[CH3:2].Cl.C1COCC1, predict the reaction product. The product is: [C:1]([O:5][C:6](=[O:46])[N:7]([C@H:9]([C:11](=[O:45])[NH:12][C@@H:13]1[C:19](=[O:20])[N:18]([CH2:21][C:22]2[C:31]3[C:26](=[CH:27][C:28]([C:32](=[O:34])[CH3:33])=[CH:29][CH:30]=3)[CH:25]=[CH:24][C:23]=2[O:39][CH3:40])[C:17]2[CH:41]=[CH:42][CH:43]=[CH:44][C:16]=2[CH2:15][CH2:14]1)[CH3:10])[CH3:8])([CH3:2])([CH3:3])[CH3:4]. (10) Given the reactants [Br:1][C:2]1[CH:7]=[C:6]([N+:8]([O-:10])=[O:9])[CH:5]=[C:4]([C:11]([C:14]2[CH:19]=[CH:18][CH:17]=[C:16]([O:20]C)[CH:15]=2)([CH3:13])[CH3:12])[CH:3]=1.B(Br)(Br)Br.O, predict the reaction product. The product is: [Br:1][C:2]1[CH:3]=[C:4]([C:11]([C:14]2[CH:15]=[C:16]([OH:20])[CH:17]=[CH:18][CH:19]=2)([CH3:13])[CH3:12])[CH:5]=[C:6]([N+:8]([O-:10])=[O:9])[CH:7]=1.